This data is from Reaction yield outcomes from USPTO patents with 853,638 reactions. The task is: Predict the reaction yield, written as a fraction of the theoretical maximum amount of product (1.0 means a 100% yield; for example, 0.34 means a 34% yield). (1) The reactants are [CH3:1][O:2][C:3]1[CH:4]=[C:5]2[C:10](=[CH:11][C:12]=1[O:13][CH3:14])[N:9]=[CH:8][CH:7]=[C:6]2[O:15][C:16]1[CH:22]=[CH:21][C:19]([NH2:20])=[C:18]([CH3:23])[C:17]=1[CH3:24].Cl[C:26](Cl)([O:28][C:29](=[O:35])OC(Cl)(Cl)Cl)Cl.[CH:37]1(O)[CH2:43][CH2:42]C[CH2:40][CH2:39][CH2:38]1.C(=O)(O)[O-].[Na+]. The catalyst is C(Cl)Cl.C(N(CC)CC)C.C1(C)C=CC=CC=1. The product is [CH3:1][O:2][C:3]1[CH:4]=[C:5]2[C:10](=[CH:11][C:12]=1[O:13][CH3:14])[N:9]=[CH:8][CH:7]=[C:6]2[O:15][C:16]1[CH:22]=[CH:21][C:19]([NH:20][C:29](=[O:35])[O:28][CH:26]2[CH2:40][CH2:39][CH2:38][CH2:37][CH2:43][CH2:42]2)=[C:18]([CH3:23])[C:17]=1[CH3:24]. The yield is 0.880. (2) The reactants are [F:1][C:2]1[CH:3]=[C:4]([CH:6]=[CH:7][C:8]=1[O:9][C:10]1[C:19]2[C:14](=[CH:15][C:16]([O:22][CH2:23][CH2:24][CH2:25][N:26]3[CH2:31][CH2:30][O:29][CH2:28][CH2:27]3)=[C:17]([O:20][CH3:21])[CH:18]=2)[N:13]=[CH:12][CH:11]=1)[NH2:5].ClC1C=CC([CH2:37][N:38]2[CH:43]=[CH:42][CH:41]=[C:40]([C:44](O)=[O:45])[C:39]2=[O:47])=CC=1.O=C1C(C(OC)=O)=CC=CN1.IC. No catalyst specified. The product is [F:1][C:2]1[CH:3]=[C:4]([NH:5][C:44]([C:40]2[C:39](=[O:47])[N:38]([CH3:37])[CH:43]=[CH:42][CH:41]=2)=[O:45])[CH:6]=[CH:7][C:8]=1[O:9][C:10]1[C:19]2[C:14](=[CH:15][C:16]([O:22][CH2:23][CH2:24][CH2:25][N:26]3[CH2:31][CH2:30][O:29][CH2:28][CH2:27]3)=[C:17]([O:20][CH3:21])[CH:18]=2)[N:13]=[CH:12][CH:11]=1. The yield is 0.650. (3) The reactants are [Cl:1][C:2]1[CH:24]=[CH:23][C:5]([CH2:6][N:7]2[C:16](=[O:17])[C:15]3[C:10](=[N:11][C:12]4[CH2:21][CH2:20][CH2:19][CH2:18][C:13]=4[N:14]=3)[NH:9][C:8]2=[O:22])=[CH:4][CH:3]=1.C([O-])([O-])=O.[K+].[K+].Br[CH2:32][CH:33]([OH:38])[C:34]([F:37])([F:36])[F:35]. The catalyst is CN(C=O)C.C(Cl)Cl. The product is [Cl:1][C:2]1[CH:24]=[CH:23][C:5]([CH2:6][N:7]2[C:16](=[O:17])[C:15]3[C:10](=[N:11][C:12]4[CH2:21][CH2:20][CH2:19][CH2:18][C:13]=4[N:14]=3)[N:9]([CH2:32][CH:33]([OH:38])[C:34]([F:37])([F:36])[F:35])[C:8]2=[O:22])=[CH:4][CH:3]=1. The yield is 0.170. (4) The reactants are ClC(OCC)=O.[CH3:7][O:8][C:9]([C@H:11]1[CH2:16][CH2:15][C@H:14]([C:17]2[CH:22]=[CH:21][C:20]([C:23]3[N:28]=[C:27]([C:29](O)=[O:30])[CH:26]=[N:25][C:24]=3[CH3:32])=[CH:19][CH:18]=2)[CH2:13][CH2:12]1)=[O:10].C[N:34]1CCOCC1.N. The catalyst is C(Cl)Cl.CO. The product is [NH2:34][C:29]([C:27]1[N:28]=[C:23]([C:20]2[CH:21]=[CH:22][C:17]([C@H:14]3[CH2:13][CH2:12][C@H:11]([C:9]([O:8][CH3:7])=[O:10])[CH2:16][CH2:15]3)=[CH:18][CH:19]=2)[C:24]([CH3:32])=[N:25][CH:26]=1)=[O:30]. The yield is 0.300. (5) The product is [CH3:55][O:56][C:57]1[CH:61]=[C:60]([CH2:62][NH:63][C:20]([C:10]2[CH:9]=[C:8]([C:5]3[CH:4]=[CH:3][C:2]([Cl:1])=[CH:7][CH:6]=3)[C:13]([O:14][CH2:15][C:16]([F:19])([F:17])[F:18])=[CH:12][N:11]=2)=[O:22])[O:59][N:58]=1. The yield is 0.920. The reactants are [Cl:1][C:2]1[CH:7]=[CH:6][C:5]([C:8]2[C:13]([O:14][CH2:15][C:16]([F:19])([F:18])[F:17])=[CH:12][N:11]=[C:10]([C:20]([OH:22])=O)[CH:9]=2)=[CH:4][CH:3]=1.F[B-](F)(F)F.N1(OC(N(C)C)=[N+](C)C)C2C=CC=CC=2N=N1.C(N(CC)C(C)C)(C)C.Cl.[CH3:55][O:56][C:57]1[CH:61]=[C:60]([CH2:62][NH2:63])[O:59][N:58]=1. The catalyst is CN(C)C=O. (6) The reactants are [NH:1]1[C:9]2[C:4](=[N:5][CH:6]=[CH:7][CH:8]=2)[CH:3]=[CH:2]1.C1N2CN3CN(C2)CN1C3.[C:20](O)(=[O:22])C. The catalyst is O. The product is [NH:1]1[C:9]2[C:4](=[N:5][CH:6]=[CH:7][CH:8]=2)[C:3]([CH:20]=[O:22])=[CH:2]1. The yield is 0.890.